This data is from Full USPTO retrosynthesis dataset with 1.9M reactions from patents (1976-2016). The task is: Predict the reactants needed to synthesize the given product. (1) Given the product [Cl:1][C:2]1[N:3]=[CH:4][C:5]2[NH:14][C:24](=[O:25])[C:23](=[O:29])[N:8]([CH2:9][CH2:10][CH:11]([CH3:12])[CH3:13])[C:6]=2[N:7]=1, predict the reactants needed to synthesize it. The reactants are: [Cl:1][C:2]1[N:7]=[C:6]([NH:8][CH2:9][CH2:10][CH:11]([CH3:13])[CH3:12])[C:5]([NH2:14])=[CH:4][N:3]=1.C(N(CC)CC)C.Cl[C:23](=[O:29])[C:24](OCC)=[O:25]. (2) Given the product [CH3:1][S:2]([C:5]1[CH:10]=[CH:9][CH:8]=[CH:7][C:6]=1[O:11][CH2:13][C:14]([O:16][CH2:17][CH3:18])=[O:15])(=[O:3])=[O:4], predict the reactants needed to synthesize it. The reactants are: [CH3:1][S:2]([C:5]1[CH:10]=[CH:9][CH:8]=[CH:7][C:6]=1[OH:11])(=[O:4])=[O:3].Br[C:13](C)(C)[C:14]([O:16][CH2:17][CH3:18])=[O:15].C([O-])([O-])=O.[K+].[K+]. (3) Given the product [C:9]([NH2:10])(=[O:2])[C:11]1[CH:16]=[CH:15][CH:14]=[N:13][CH:12]=1, predict the reactants needed to synthesize it. The reactants are: P([O-])([O-])([O-])=[O:2].[K+].[K+].[K+].[C:9]([C:11]1[CH:12]=[N:13][CH:14]=[CH:15][CH:16]=1)#[N:10]. (4) Given the product [CH2:18]([O:17][C:12](=[O:16])[C@H:13]([CH3:15])[NH:1][C:2]1[CH:11]=[CH:10][C:9]2[C:4](=[CH:5][CH:6]=[CH:7][CH:8]=2)[CH:3]=1)[CH3:19], predict the reactants needed to synthesize it. The reactants are: [NH2:1][C:2]1[CH:11]=[CH:10][C:9]2[C:4](=[CH:5][CH:6]=[CH:7][CH:8]=2)[CH:3]=1.[C:12]([O:17][CH2:18][CH3:19])(=[O:16])[C:13]([CH3:15])=O.